This data is from Reaction yield outcomes from USPTO patents with 853,638 reactions. The task is: Predict the reaction yield, written as a fraction of the theoretical maximum amount of product (1.0 means a 100% yield; for example, 0.34 means a 34% yield). The yield is 0.340. The product is [Br:1][C:2]1[CH:7]=[CH:6][C:5]([CH2:8][C:9]([N:14]2[CH2:15][C:16]3[C:21](=[CH:20][CH:19]=[CH:18][CH:17]=3)[CH2:13]2)=[O:11])=[C:4]([F:12])[CH:3]=1. The catalyst is CN(C=O)C.CCOC(C)=O. The reactants are [Br:1][C:2]1[CH:7]=[CH:6][C:5]([CH2:8][C:9]([OH:11])=O)=[C:4]([F:12])[CH:3]=1.[CH2:13]1[C:21]2[C:16](=[CH:17][CH:18]=[CH:19][CH:20]=2)[CH2:15][NH:14]1.CN(C(ON1N=NC2C=CC=NC1=2)=[N+](C)C)C.F[P-](F)(F)(F)(F)F.CCN(C(C)C)C(C)C.